Dataset: CYP2D6 inhibition data for predicting drug metabolism from PubChem BioAssay. Task: Regression/Classification. Given a drug SMILES string, predict its absorption, distribution, metabolism, or excretion properties. Task type varies by dataset: regression for continuous measurements (e.g., permeability, clearance, half-life) or binary classification for categorical outcomes (e.g., BBB penetration, CYP inhibition). Dataset: cyp2d6_veith. (1) The drug is CCNc1ncc2ncc(=O)n(C3CC3)c2n1. The result is 0 (non-inhibitor). (2) The compound is COc1ccccc1CNc1cc(-c2cccc(C#N)c2)ncn1. The result is 0 (non-inhibitor).